From a dataset of Forward reaction prediction with 1.9M reactions from USPTO patents (1976-2016). Predict the product of the given reaction. (1) The product is: [Cl:24][C:10]1[C:9]2[C:4](=[CH:5][CH:6]=[C:7]([C:25]([OH:26])([C:37]3[N:41]([CH3:42])[CH:40]=[N:39][CH:38]=3)[C:27]3[CH:28]=[N:29][C:30]([C:33]([F:34])([F:35])[F:36])=[CH:31][CH:32]=3)[CH:8]=2)[N:3]=[C:2]([N:47]2[CH2:48][CH:45]([OH:44])[CH2:46]2)[C:11]=1[CH2:12][C:13]1[CH:18]=[CH:17][C:16]([N:19]2[CH:23]=[CH:22][CH:21]=[N:20]2)=[CH:15][CH:14]=1. Given the reactants Cl[C:2]1[C:11]([CH2:12][C:13]2[CH:18]=[CH:17][C:16]([N:19]3[CH:23]=[CH:22][CH:21]=[N:20]3)=[CH:15][CH:14]=2)=[C:10]([Cl:24])[C:9]2[C:4](=[CH:5][CH:6]=[C:7]([C:25]([C:37]3[N:41]([CH3:42])[CH:40]=[N:39][CH:38]=3)([C:27]3[CH:28]=[N:29][C:30]([C:33]([F:36])([F:35])[F:34])=[CH:31][CH:32]=3)[OH:26])[CH:8]=2)[N:3]=1.Cl.[OH:44][CH:45]1[CH2:48][NH:47][CH2:46]1.CN(C=O)C, predict the reaction product. (2) Given the reactants [OH:1][C:2]1[CH:3]=[C:4]([CH:7]=[CH:8][C:9]=1[O:10][CH2:11][CH2:12][CH3:13])[CH:5]=O.[CH3:14][C:15]([C:17]1[CH:22]=[C:21]([O:23][CH3:24])[C:20]([O:25][CH3:26])=[C:19]([O:27][CH3:28])[CH:18]=1)=[O:16].[OH-].[Na+], predict the reaction product. The product is: [OH:1][C:2]1[CH:3]=[C:4](/[CH:5]=[CH:14]/[C:15]([C:17]2[CH:18]=[C:19]([O:27][CH3:28])[C:20]([O:25][CH3:26])=[C:21]([O:23][CH3:24])[CH:22]=2)=[O:16])[CH:7]=[CH:8][C:9]=1[O:10][CH2:11][CH2:12][CH3:13]. (3) Given the reactants [NH2:1][C:2]1[CH:3]=[C:4]([C:8]2[CH2:9][CH2:10][N:11]([C:14]([O:16][C:17]([CH3:20])([CH3:19])[CH3:18])=[O:15])[CH2:12][CH:13]=2)[CH:5]=[CH:6][CH:7]=1.[H][H], predict the reaction product. The product is: [NH2:1][C:2]1[CH:3]=[C:4]([CH:8]2[CH2:9][CH2:10][N:11]([C:14]([O:16][C:17]([CH3:20])([CH3:19])[CH3:18])=[O:15])[CH2:12][CH2:13]2)[CH:5]=[CH:6][CH:7]=1. (4) Given the reactants [O:1]1[CH2:6][CH2:5][CH2:4][O:3][CH:2]1[CH2:7][CH2:8][C:9]([OH:11])=O.C1N=CN(C(N2C=NC=C2)=O)C=1.O/[N:25]=[C:26](\[NH2:37])/[C:27]1[CH:32]=[CH:31][C:30]([CH3:33])=[C:29]([N+:34]([O-:36])=[O:35])[CH:28]=1.O, predict the reaction product. The product is: [O:3]1[CH2:4][CH2:5][CH2:6][O:1][CH:2]1[CH2:7][CH2:8][C:9]1[O:11][N:37]=[C:26]([C:27]2[CH:32]=[CH:31][C:30]([CH3:33])=[C:29]([N+:34]([O-:36])=[O:35])[CH:28]=2)[N:25]=1. (5) Given the reactants C([N:8]1[CH2:12][CH2:11][C:10]([CH2:17][NH:18][C:19](=[O:26])[CH2:20][C:21]([O:23][CH2:24][CH3:25])=[O:22])([C:13]([O:15][CH3:16])=[O:14])[CH2:9]1)C1C=CC=CC=1.[C:35](O[C:35]([O:37][C:38]([CH3:41])([CH3:40])[CH3:39])=[O:36])([O:37][C:38]([CH3:41])([CH3:40])[CH3:39])=[O:36], predict the reaction product. The product is: [CH2:24]([O:23][C:21](=[O:22])[CH2:20][C:19]([NH:18][CH2:17][C:10]1([C:13]([O:15][CH3:16])=[O:14])[CH2:11][CH2:12][N:8]([C:35]([O:37][C:38]([CH3:39])([CH3:40])[CH3:41])=[O:36])[CH2:9]1)=[O:26])[CH3:25]. (6) Given the reactants C(P(CC1C=CC=CC=1CP([C:23]([CH3:26])(C)C)C(C)(C)C)C(C)(C)C)(C)(C)C.[CH2:27]([CH:29]=[CH:30][PH:31](=[O:37])[O:32][CH2:33][CH2:34][CH2:35][CH3:36])C.[C]=[O:39].[CH2:40]([OH:44])[CH2:41][CH2:42][CH3:43], predict the reaction product. The product is: [CH2:23]([P:31]([O:32][CH2:33][CH2:34][CH2:35][CH3:36])([CH2:30][CH2:29][C:27]([O:44][CH2:40][CH2:41][CH2:42][CH3:43])=[O:39])=[O:37])[CH3:26].